From a dataset of NCI-60 drug combinations with 297,098 pairs across 59 cell lines. Regression. Given two drug SMILES strings and cell line genomic features, predict the synergy score measuring deviation from expected non-interaction effect. (1) Drug 1: CNC(=O)C1=CC=CC=C1SC2=CC3=C(C=C2)C(=NN3)C=CC4=CC=CC=N4. Drug 2: CN1C(=O)N2C=NC(=C2N=N1)C(=O)N. Cell line: RXF 393. Synergy scores: CSS=-3.88, Synergy_ZIP=0.400, Synergy_Bliss=-3.11, Synergy_Loewe=-6.52, Synergy_HSA=-4.94. (2) Drug 1: C1=CC=C(C=C1)NC(=O)CCCCCCC(=O)NO. Drug 2: CCN(CC)CCCC(C)NC1=C2C=C(C=CC2=NC3=C1C=CC(=C3)Cl)OC. Cell line: HOP-92. Synergy scores: CSS=29.7, Synergy_ZIP=-10.2, Synergy_Bliss=-1.16, Synergy_Loewe=-3.62, Synergy_HSA=0.505. (3) Drug 1: COC1=CC(=CC(=C1O)OC)C2C3C(COC3=O)C(C4=CC5=C(C=C24)OCO5)OC6C(C(C7C(O6)COC(O7)C8=CC=CS8)O)O. Drug 2: B(C(CC(C)C)NC(=O)C(CC1=CC=CC=C1)NC(=O)C2=NC=CN=C2)(O)O. Cell line: UO-31. Synergy scores: CSS=14.2, Synergy_ZIP=-5.70, Synergy_Bliss=-1.53, Synergy_Loewe=1.40, Synergy_HSA=1.17.